This data is from Forward reaction prediction with 1.9M reactions from USPTO patents (1976-2016). The task is: Predict the product of the given reaction. (1) Given the reactants C(N1C=CN=C1)(N1C=CN=C1)=O.[CH3:13][O:14][C:15]1[CH:16]=[C:17]([CH2:21][C:22]([OH:24])=[O:23])[CH:18]=[CH:19][CH:20]=1.CN(C)C=O.[Si]([O:37][C:38]1[CH:39]=[CH:40][C:41](O)=[C:42]([C:44](=O)[CH2:45][CH3:46])[CH:43]=1)(C(C)(C)C)(C)C.C(=O)([O-])[O-].[K+].[K+], predict the reaction product. The product is: [CH2:45]([C:44]1[C:42]2[C:41](=[CH:40][CH:39]=[C:38]([OH:37])[CH:43]=2)[O:23][C:22](=[O:24])[C:21]=1[C:17]1[CH:18]=[CH:19][CH:20]=[C:15]([O:14][CH3:13])[CH:16]=1)[CH3:46]. (2) Given the reactants [OH:1][CH:2]([C:4]1[CH:13]=[C:12]2[C:7]([CH2:8][CH2:9][C:10](=[O:14])[NH:11]2)=[CH:6][CH:5]=1)[CH3:3], predict the reaction product. The product is: [C:2]([C:4]1[CH:13]=[C:12]2[C:7]([CH2:8][CH2:9][C:10](=[O:14])[NH:11]2)=[CH:6][CH:5]=1)(=[O:1])[CH3:3]. (3) Given the reactants C([N:8]1[CH2:13][CH2:12][O:11][CH:10]([CH:14]=[CH:15][C:16]2[CH:17]=[C:18]([CH2:39][O:40][C:41]3[CH:46]=[CH:45][CH:44]=[CH:43][C:42]=3[CH2:47][C:48]([O:50][C:51]([CH3:54])([CH3:53])[CH3:52])=[O:49])[CH:19]=[C:20]([C:22]3[CH:27]=[CH:26][CH:25]=[C:24]([C@H:28]([NH:30][C:31]([O:33][C:34]([CH3:37])([CH3:36])[CH3:35])=[O:32])[CH3:29])[C:23]=3[F:38])[CH:21]=2)[CH2:9]1)C1C=CC=CC=1.ClC(Cl)CCl.[H][H], predict the reaction product. The product is: [C:34]([O:33][C:31]([NH:30][C@@H:28]([C:24]1[C:23]([F:38])=[C:22]([C:20]2[CH:21]=[C:16]([CH2:15][CH2:14][CH:10]3[O:11][CH2:12][CH2:13][NH:8][CH2:9]3)[CH:17]=[C:18]([CH2:39][O:40][C:41]3[CH:46]=[CH:45][CH:44]=[CH:43][C:42]=3[CH2:47][C:48]([O:50][C:51]([CH3:54])([CH3:53])[CH3:52])=[O:49])[CH:19]=2)[CH:27]=[CH:26][CH:25]=1)[CH3:29])=[O:32])([CH3:37])([CH3:35])[CH3:36]. (4) Given the reactants [Cl:1][C:2]1[CH:7]=[C:6]([N+:8]([O-])=O)[CH:5]=[C:4]([Cl:11])[C:3]=1[C:12]1[N:16]2[CH:17]=[CH:18][CH:19]=[CH:20][C:15]2=[N:14][N:13]=1.C1COCC1.[NH4+].[Cl-], predict the reaction product. The product is: [N:14]1[N:13]=[C:12]([C:3]2[C:2]([Cl:1])=[CH:7][C:6]([NH2:8])=[CH:5][C:4]=2[Cl:11])[N:16]2[CH:17]=[CH:18][CH:19]=[CH:20][C:15]=12. (5) Given the reactants [Br:1][C:2]1[CH:3]=[N:4][C:5]([CH3:11])=[C:6]([CH:10]=1)[C:7]([OH:9])=O.CC[N:14]([CH:18]([CH3:20])C)[CH:15](C)C.CN(C(ON1N=NC2C=CC=CC1=2)=[N+](C)C)C.[B-](F)(F)(F)F.N1CCC1, predict the reaction product. The product is: [N:14]1([C:7]([C:6]2[C:5]([CH3:11])=[N:4][CH:3]=[C:2]([Br:1])[CH:10]=2)=[O:9])[CH2:15][CH2:20][CH2:18]1. (6) Given the reactants C(OC(=O)[NH:7][CH:8]1[CH2:13][CH2:12][CH:11]([CH2:14][NH:15][C:16]2[C:21]([N+:22]([O-:24])=[O:23])=[CH:20][N:19]=[C:18]([NH:25][CH2:26][C:27]3[CH:32]=[CH:31][CH:30]=[CH:29][C:28]=3[S:33][C:34]3[CH:39]=[CH:38][CH:37]=[CH:36][C:35]=3[NH2:40])[N:17]=2)[CH2:10][CH2:9]1)(C)(C)C.C(O)(C(F)(F)F)=O.C([O-])(O)=O.[Na+].CO, predict the reaction product. The product is: [NH2:7][C@H:8]1[CH2:13][CH2:12][C@H:11]([CH2:14][NH:15][C:16]2[C:21]([N+:22]([O-:24])=[O:23])=[CH:20][N:19]=[C:18]([NH:25][CH2:26][C:27]3[CH:32]=[CH:31][CH:30]=[CH:29][C:28]=3[S:33][C:34]3[CH:39]=[CH:38][CH:37]=[CH:36][C:35]=3[NH2:40])[N:17]=2)[CH2:10][CH2:9]1. (7) Given the reactants [OH:1][C@H:2]([CH2:35][OH:36])[CH2:3][NH:4][C:5]([C:7]1[NH:8][C:9]([C:12]2[CH:17]=[C:16]([O:18][Si:19]([CH:26]([CH3:28])[CH3:27])([CH:23]([CH3:25])[CH3:24])[CH:20]([CH3:22])[CH3:21])[CH:15]=[C:14]([O:29][C@@H:30]([CH3:34])[CH2:31][O:32][CH3:33])[CH:13]=2)=[CH:10][CH:11]=1)=[O:6].[CH:37]([Si:40](Cl)([CH:44]([CH3:46])[CH3:45])[CH:41]([CH3:43])[CH3:42])([CH3:39])[CH3:38].C(N(CC)CC)C.O, predict the reaction product. The product is: [OH:1][C@H:2]([CH2:35][O:36][Si:40]([CH:44]([CH3:46])[CH3:45])([CH:41]([CH3:43])[CH3:42])[CH:37]([CH3:39])[CH3:38])[CH2:3][NH:4][C:5]([C:7]1[NH:8][C:9]([C:12]2[CH:17]=[C:16]([O:18][Si:19]([CH:23]([CH3:24])[CH3:25])([CH:26]([CH3:27])[CH3:28])[CH:20]([CH3:21])[CH3:22])[CH:15]=[C:14]([O:29][C@@H:30]([CH3:34])[CH2:31][O:32][CH3:33])[CH:13]=2)=[CH:10][CH:11]=1)=[O:6].